The task is: Predict the reactants needed to synthesize the given product.. This data is from Full USPTO retrosynthesis dataset with 1.9M reactions from patents (1976-2016). (1) The reactants are: N[C:2]1[O:6][N:5]=[CH:4][N:3]=1.OC1C=CC=CC=1C(N)=N.[Cl:17][C:18]([Cl:29])([Cl:28])C(OC(=O)[C:18]([Cl:29])([Cl:28])[Cl:17])=O. Given the product [Cl:17][C:18]([C:4]1[N:3]=[CH:2][O:6][N:5]=1)([Cl:29])[Cl:28], predict the reactants needed to synthesize it. (2) Given the product [NH2:26][C:25]1[NH:27][C:20](=[O:23])[C:12]2[CH2:13][CH2:14][N:9]([CH2:2][C:3]3[CH:4]=[CH:5][CH:6]=[CH:7][CH:8]=3)[CH2:10][C:11]=2[N:24]=1, predict the reactants needed to synthesize it. The reactants are: Cl.[CH2:2]([N:9]1[CH2:14][CH2:13][C:12](=O)[CH:11](C(OC)=O)[CH2:10]1)[C:3]1[CH:8]=[CH:7][CH:6]=[CH:5][CH:4]=1.[C:20](=[O:23])(O)O.[NH2:24][C:25]([NH2:27])=[NH:26]. (3) Given the product [NH2:1][C:2]1[C:11]([N:12]2[CH2:17][CH2:16][O:15][CH2:14][CH2:13]2)=[CH:10][C:9]2[C:4](=[CH:5][CH:6]=[C:7]([C:18]3[C:23]([CH2:24][CH2:25][C:26]([CH3:29])([CH3:28])[CH3:27])=[CH:22][CH:21]=[CH:20][C:19]=3[C:30]([N:32]3[CH2:33][CH2:34][CH2:35][CH2:36]3)=[O:31])[CH:8]=2)[N:3]=1, predict the reactants needed to synthesize it. The reactants are: [NH2:1][C:2]1[C:11]([N:12]2[CH2:17][CH2:16][O:15][CH2:14][CH2:13]2)=[CH:10][C:9]2[C:4](=[CH:5][CH:6]=[C:7]([C:18]3[C:23]([C:24]#[C:25][C:26]([CH3:29])([CH3:28])[CH3:27])=[CH:22][CH:21]=[CH:20][C:19]=3[C:30]([N:32]3[CH2:36][CH2:35][CH2:34][CH2:33]3)=[O:31])[CH:8]=2)[N:3]=1. (4) The reactants are: [Br:1][C:2]1[CH:3]=[C:4]([OH:8])[CH:5]=[CH:6][CH:7]=1.[CH2:9](Br)[C:10]1[CH:15]=[CH:14][CH:13]=[CH:12][CH:11]=1. Given the product [C:10]1([CH2:9][O:8][C:4]2[CH:5]=[CH:6][CH:7]=[C:2]([Br:1])[CH:3]=2)[CH:15]=[CH:14][CH:13]=[CH:12][CH:11]=1, predict the reactants needed to synthesize it. (5) The reactants are: [CH:1]1([C:4]2[N:5]=[CH:6][C:7]([C:15]([OH:17])=O)=[N:8][C:9]=2[O:10][CH2:11][CH:12]2[CH2:14][CH2:13]2)[CH2:3][CH2:2]1.[CH3:18][C:19]([NH2:34])([CH3:33])[CH2:20][C:21]1[N:22]=[C:23]([C:27]2[CH:32]=[CH:31][CH:30]=[CH:29][CH:28]=2)[O:24][C:25]=1[CH3:26]. Given the product [CH3:33][C:19]([NH:34][C:15]([C:7]1[CH:6]=[N:5][C:4]([CH:1]2[CH2:2][CH2:3]2)=[C:9]([O:10][CH2:11][CH:12]2[CH2:13][CH2:14]2)[N:8]=1)=[O:17])([CH3:18])[CH2:20][C:21]1[N:22]=[C:23]([C:27]2[CH:32]=[CH:31][CH:30]=[CH:29][CH:28]=2)[O:24][C:25]=1[CH3:26], predict the reactants needed to synthesize it. (6) Given the product [ClH:41].[CH3:1][O:2][C:3]1[CH:8]=[CH:7][C:6]([CH:9]=[C:10]([CH3:25])[C:11](=[O:24])[C:12]2[CH:17]=[C:16]([O:18][CH3:19])[C:15]([O:20][CH3:21])=[C:14]([O:22][CH3:23])[CH:13]=2)=[CH:5][C:4]=1[NH:26][C:27](=[O:40])[C@@H:28]([NH2:39])[CH:29]([CH3:31])[CH3:30], predict the reactants needed to synthesize it. The reactants are: [CH3:1][O:2][C:3]1[CH:8]=[CH:7][C:6]([CH:9]=[C:10]([CH3:25])[C:11](=[O:24])[C:12]2[CH:17]=[C:16]([O:18][CH3:19])[C:15]([O:20][CH3:21])=[C:14]([O:22][CH3:23])[CH:13]=2)=[CH:5][C:4]=1[NH:26][C:27](=[O:40])[C@:28]([NH2:39])(C(OC(C)(C)C)=O)[CH:29]([CH3:31])[CH3:30].[ClH:41]. (7) Given the product [C:1]([N:4]1[CH2:9][CH2:8][N:7]([CH2:10][C:11]2[CH:12]=[C:13]3[C:17](=[CH:18][CH:19]=2)[NH:16][C:15]([C:20]2[C:28]4[C:23](=[CH:24][C:25]([C:29]5[NH:33][N:32]=[N:31][N:30]=5)=[CH:26][CH:27]=4)[NH:22][N:21]=2)=[CH:14]3)[CH2:6][CH2:5]1)(=[O:3])[CH3:2], predict the reactants needed to synthesize it. The reactants are: [C:1]([N:4]1[CH2:9][CH2:8][N:7]([CH2:10][C:11]2[CH:12]=[C:13]3[C:17](=[CH:18][CH:19]=2)[NH:16][C:15]([C:20]2[C:28]4[C:23](=[CH:24][C:25]([C:29]#[N:30])=[CH:26][CH:27]=4)[NH:22][N:21]=2)=[CH:14]3)[CH2:6][CH2:5]1)(=[O:3])[CH3:2].[N:31]([Sn](C)(C)C)=[N+:32]=[N-:33].CC(N(C)C)=O.